Dataset: Catalyst prediction with 721,799 reactions and 888 catalyst types from USPTO. Task: Predict which catalyst facilitates the given reaction. (1) Reactant: C(OC([NH:8][CH:9]1[CH2:14][CH2:13][N:12]([C:15]2[CH:20]=[CH:19][C:18]([C:21]([N:23]3[CH2:28][CH2:27][CH2:26][CH2:25][CH2:24]3)=[O:22])=[CH:17][N:16]=2)[CH2:11][CH2:10]1)=O)(C)(C)C.FC(F)(F)C(O)=O. Product: [NH2:8][CH:9]1[CH2:10][CH2:11][N:12]([C:15]2[CH:20]=[CH:19][C:18]([C:21]([N:23]3[CH2:24][CH2:25][CH2:26][CH2:27][CH2:28]3)=[O:22])=[CH:17][N:16]=2)[CH2:13][CH2:14]1. The catalyst class is: 4. (2) The catalyst class is: 7. Product: [CH3:15][O:14][C:3]1[CH:4]=[C:5]([N:8]2[CH2:13][CH2:12][O:11][CH2:10][CH2:9]2)[CH:6]=[CH:7][C:2]=1[C:24]([OH:23])=[O:26]. Reactant: Br[C:2]1[CH:7]=[CH:6][C:5]([N:8]2[CH2:13][CH2:12][O:11][CH2:10][CH2:9]2)=[CH:4][C:3]=1[O:14][CH3:15].C([Li])CCC.C([O:23][CH2:24]C)C.[OH2:26]. (3) Reactant: Cl.Cl.[NH:3]1[CH2:8][CH2:7][CH2:6][C@@H:5]([NH:9][C:10]2[N:11]=[CH:12][C:13](/[CH:16]=[CH:17]/[C:18]([O:20][CH2:21][CH3:22])=[O:19])=[N:14][CH:15]=2)[CH2:4]1.C(N(C(C)C)CC)(C)C.Cl[C:33]1[N:38]=[CH:37][N:36]=[CH:35][CH:34]=1. Product: [N:36]1[CH:35]=[CH:34][CH:33]=[N:38][C:37]=1[N:3]1[CH2:8][CH2:7][CH2:6][C@@H:5]([NH:9][C:10]2[N:11]=[CH:12][C:13](/[CH:16]=[CH:17]/[C:18]([O:20][CH2:21][CH3:22])=[O:19])=[N:14][CH:15]=2)[CH2:4]1. The catalyst class is: 3. (4) Reactant: [F:1][C:2]1[CH:3]=[C:4]([C@H:9]2[CH2:14][C@@H:13]([C:15](=[O:22])[CH2:16][C:17](OCC)=[O:18])[CH2:12][CH2:11][N:10]2[C:23]([O:25][CH3:26])=[O:24])[CH:5]=[CH:6][C:7]=1[F:8].[OH-].[Na+].[NH2:29]O.Cl. Product: [F:1][C:2]1[CH:3]=[C:4]([C@H:9]2[CH2:14][C@@H:13]([C:15]3[O:22][NH:29][C:17](=[O:18])[CH:16]=3)[CH2:12][CH2:11][N:10]2[C:23]([O:25][CH3:26])=[O:24])[CH:5]=[CH:6][C:7]=1[F:8]. The catalyst class is: 24.